Regression. Given two drug SMILES strings and cell line genomic features, predict the synergy score measuring deviation from expected non-interaction effect. From a dataset of NCI-60 drug combinations with 297,098 pairs across 59 cell lines. (1) Drug 1: CS(=O)(=O)CCNCC1=CC=C(O1)C2=CC3=C(C=C2)N=CN=C3NC4=CC(=C(C=C4)OCC5=CC(=CC=C5)F)Cl. Drug 2: C(CN)CNCCSP(=O)(O)O. Cell line: SNB-19. Synergy scores: CSS=-1.75, Synergy_ZIP=0.400, Synergy_Bliss=-0.241, Synergy_Loewe=-2.24, Synergy_HSA=-2.67. (2) Drug 1: CN(C)N=NC1=C(NC=N1)C(=O)N. Drug 2: B(C(CC(C)C)NC(=O)C(CC1=CC=CC=C1)NC(=O)C2=NC=CN=C2)(O)O. Cell line: MDA-MB-435. Synergy scores: CSS=-2.67, Synergy_ZIP=1.74, Synergy_Bliss=2.05, Synergy_Loewe=-1.44, Synergy_HSA=-2.51. (3) Drug 1: CS(=O)(=O)C1=CC(=C(C=C1)C(=O)NC2=CC(=C(C=C2)Cl)C3=CC=CC=N3)Cl. Drug 2: CC1C(C(CC(O1)OC2CC(OC(C2O)C)OC3=CC4=CC5=C(C(=O)C(C(C5)C(C(=O)C(C(C)O)O)OC)OC6CC(C(C(O6)C)O)OC7CC(C(C(O7)C)O)OC8CC(C(C(O8)C)O)(C)O)C(=C4C(=C3C)O)O)O)O. Cell line: LOX IMVI. Synergy scores: CSS=20.2, Synergy_ZIP=12.2, Synergy_Bliss=8.17, Synergy_Loewe=11.2, Synergy_HSA=9.71.